Dataset: Full USPTO retrosynthesis dataset with 1.9M reactions from patents (1976-2016). Task: Predict the reactants needed to synthesize the given product. (1) Given the product [CH2:20]([N:27]1[CH2:28][CH:29]=[C:30]([CH2:33][O:34][C:37]2[CH:38]=[CH:39][CH:40]=[CH:41][C:36]=2[Br:35])[CH2:31][CH2:32]1)[C:21]1[CH:26]=[CH:25][CH:24]=[CH:23][CH:22]=1, predict the reactants needed to synthesize it. The reactants are: C1(P(C2C=CC=CC=2)C2C=CC=CC=2)C=CC=CC=1.[CH2:20]([N:27]1[CH2:32][CH:31]=[C:30]([CH2:33][OH:34])[CH2:29][CH2:28]1)[C:21]1[CH:26]=[CH:25][CH:24]=[CH:23][CH:22]=1.[Br:35][C:36]1[CH:41]=[CH:40][CH:39]=[CH:38][C:37]=1O.N(C(OC(C)C)=O)=NC(OC(C)C)=O. (2) The reactants are: [O:1]=[C:2]([CH2:9][CH2:10][CH3:11])[CH2:3][C:4]([O:6][CH2:7][CH3:8])=[O:5].S(Cl)([Cl:15])(=O)=O. Given the product [Cl:15][CH:3]([C:2](=[O:1])[CH2:9][CH2:10][CH3:11])[C:4]([O:6][CH2:7][CH3:8])=[O:5], predict the reactants needed to synthesize it. (3) Given the product [Br:1][C:2]1[CH:3]=[CH:4][C:5]([C:8]2[CH:16]=[CH:15][CH:14]=[C:13]3[C:9]=2[C:10](=[CH:33][C:20]2[NH:21][CH:22]=[C:23]([C:24]([N:26]4[CH2:27][CH2:28][N:29]([CH3:32])[CH2:30][CH2:31]4)=[O:25])[C:19]=2[CH3:18])[C:11](=[O:17])[NH:12]3)=[CH:6][CH:7]=1, predict the reactants needed to synthesize it. The reactants are: [Br:1][C:2]1[CH:7]=[CH:6][C:5]([C:8]2[CH:16]=[CH:15][CH:14]=[C:13]3[C:9]=2[CH2:10][C:11](=[O:17])[NH:12]3)=[CH:4][CH:3]=1.[CH3:18][C:19]1[C:23]([C:24]([N:26]2[CH2:31][CH2:30][N:29]([CH3:32])[CH2:28][CH2:27]2)=[O:25])=[CH:22][NH:21][C:20]=1[CH:33]=O. (4) Given the product [CH:8]1([C@H:13]2[C:21]3[C:20]([N:22]4[C:35]5[C:30](=[C:31]([CH2:36][NH:37][CH:38]([CH3:40])[CH3:39])[CH:32]=[CH:33][CH:34]=5)[C:24]5([CH2:29][CH2:28][NH:27][CH2:26][CH2:25]5)[CH2:23]4)=[N:19][CH:18]=[N:17][C:16]=3[CH2:15][CH2:14]2)[CH2:9][CH2:10][CH2:11][CH2:12]1, predict the reactants needed to synthesize it. The reactants are: C([Mg]Br)C.Cl.Cl.Cl.[CH:8]1([C@H:13]2[C:21]3[C:20]([N:22]4[C:35]5[C:30](=[C:31]([CH2:36][NH:37][CH:38]([CH3:40])[CH3:39])[CH:32]=[CH:33][CH:34]=5)[C:24]5([CH2:29][CH2:28][NH:27][CH2:26][CH2:25]5)[CH2:23]4)=[N:19][CH:18]=[N:17][C:16]=3[CH2:15][CH2:14]2)[CH2:12][CH2:11][CH2:10][CH2:9]1.